This data is from Forward reaction prediction with 1.9M reactions from USPTO patents (1976-2016). The task is: Predict the product of the given reaction. (1) Given the reactants [CH3:1][O:2][C:3]([CH:5]1[CH2:10][NH:9][CH2:8][CH2:7][N:6]1[C:11]([O:13][C:14]([CH3:17])([CH3:16])[CH3:15])=[O:12])=[O:4].[Br:18][C:19]1[CH:24]=[CH:23][C:22]([S:25](Cl)(=[O:27])=[O:26])=[CH:21][CH:20]=1, predict the reaction product. The product is: [Br:18][C:19]1[CH:24]=[CH:23][C:22]([S:25]([N:9]2[CH2:8][CH2:7][N:6]([C:11]([O:13][C:14]([CH3:17])([CH3:16])[CH3:15])=[O:12])[CH:5]([C:3]([O:2][CH3:1])=[O:4])[CH2:10]2)(=[O:27])=[O:26])=[CH:21][CH:20]=1. (2) Given the reactants [OH:1][C:2]1([C:19]2[CH:20]=[C:21]3[C:25](=[CH:26][CH:27]=2)[N:24](COCC[Si](C)(C)C)[CH:23]=[CH:22]3)[C:10]2[C:5](=[CH:6][CH:7]=[CH:8][CH:9]=2)[C:4](=[O:11])[N:3]1[CH2:12][C:13]1[CH:18]=[CH:17][CH:16]=[CH:15][CH:14]=1.O1CCCC1.C(N)CN, predict the reaction product. The product is: [OH:1][C:2]1([C:19]2[CH:20]=[C:21]3[C:25](=[CH:26][CH:27]=2)[NH:24][CH:23]=[CH:22]3)[C:10]2[C:5](=[CH:6][CH:7]=[CH:8][CH:9]=2)[C:4](=[O:11])[N:3]1[CH2:12][C:13]1[CH:14]=[CH:15][CH:16]=[CH:17][CH:18]=1. (3) Given the reactants S(Cl)([Cl:3])=O.[Cl:5][C:6]1[CH:7]=[CH:8][C:9]([O:22][CH2:23][CH:24]([CH3:26])[CH3:25])=[C:10]([CH2:12][N:13]2[C:17]([CH3:18])=[CH:16][C:15]([C:19](O)=[O:20])=[N:14]2)[CH:11]=1, predict the reaction product. The product is: [Cl:5][C:6]1[CH:7]=[CH:8][C:9]([O:22][CH2:23][CH:24]([CH3:26])[CH3:25])=[C:10]([CH2:12][N:13]2[C:17]([CH3:18])=[CH:16][C:15]([C:19]([Cl:3])=[O:20])=[N:14]2)[CH:11]=1. (4) The product is: [CH2:1]([O:8][CH2:9][C:10]1[C@@H:11]([O:34][C:66](=[O:73])[C:67]2[CH:72]=[CH:71][CH:70]=[CH:69][CH:68]=2)[CH2:12][C@H:13]([C:15]2[N:23]3[C:18]([C:19]([NH:24][C@@H:25]4[C:33]5[C:28](=[CH:29][CH:30]=[CH:31][CH:32]=5)[CH2:27][CH2:26]4)=[N:20][CH:21]=[N:22]3)=[CH:17][CH:16]=2)[CH:14]=1)[C:2]1[CH:3]=[CH:4][CH:5]=[CH:6][CH:7]=1. Given the reactants [CH2:1]([O:8][CH2:9][C:10]1[C@H:11]([OH:34])[CH2:12][C@H:13]([C:15]2[N:23]3[C:18]([C:19]([NH:24][C@@H:25]4[C:33]5[C:28](=[CH:29][CH:30]=[CH:31][CH:32]=5)[CH2:27][CH2:26]4)=[N:20][CH:21]=[N:22]3)=[CH:17][CH:16]=2)[CH:14]=1)[C:2]1[CH:7]=[CH:6][CH:5]=[CH:4][CH:3]=1.N(C(OCC)=O)=NC(OCC)=O.C1(P(C2C=CC=CC=2)C2C=CC=CC=2)C=CC=CC=1.[C:66](O)(=[O:73])[C:67]1[CH:72]=[CH:71][CH:70]=[CH:69][CH:68]=1, predict the reaction product. (5) Given the reactants [Cl:1][C:2]1[S:6][C:5]([C:7]([NH:9][CH2:10][C:11]2[N:12]=[CH:13][N:14]([C:16]3[CH:21]=[CH:20][C:19](I)=[CH:18][CH:17]=3)[CH:15]=2)=[O:8])=[CH:4][CH:3]=1.[F:23][C:24]1[C:25]([NH2:31])=[N:26][C:27](=[O:30])[NH:28][CH:29]=1.OC1C=CC=C2C=1N=CC=C2.C([O-])([O-])=O.[K+].[K+], predict the reaction product. The product is: [NH2:31][C:25]1[C:24]([F:23])=[CH:29][N:28]([C:19]2[CH:20]=[CH:21][C:16]([N:14]3[CH:15]=[C:11]([CH2:10][NH:9][C:7]([C:5]4[S:6][C:2]([Cl:1])=[CH:3][CH:4]=4)=[O:8])[N:12]=[CH:13]3)=[CH:17][CH:18]=2)[C:27](=[O:30])[N:26]=1. (6) Given the reactants [CH2:1]([O:23][C:24]1[CH:36]=[CH:35][C:34]2[C:33]3[C:28](=[CH:29][CH:30]=[CH:31][CH:32]=3)[C:27](=[O:37])[C:26]=2[CH:25]=1)[CH2:2][CH2:3][CH2:4][CH2:5][CH2:6][CH2:7][CH2:8][CH2:9][CH2:10][CH2:11][CH2:12][CH2:13][CH2:14][CH2:15][CH2:16][CH2:17][CH2:18][CH2:19][CH2:20][CH2:21][CH3:22].[Cl:38][C:39]1[CH:44]=[CH:43][C:42]([Mg]Br)=[CH:41][CH:40]=1.Cl, predict the reaction product. The product is: [CH2:1]([O:23][C:24]1[CH:36]=[CH:35][C:34]2[C:33]3[C:28](=[CH:29][CH:30]=[CH:31][CH:32]=3)[C:27]([C:42]3[CH:43]=[CH:44][C:39]([Cl:38])=[CH:40][CH:41]=3)([OH:37])[C:26]=2[CH:25]=1)[CH2:2][CH2:3][CH2:4][CH2:5][CH2:6][CH2:7][CH2:8][CH2:9][CH2:10][CH2:11][CH2:12][CH2:13][CH2:14][CH2:15][CH2:16][CH2:17][CH2:18][CH2:19][CH2:20][CH2:21][CH3:22]. (7) Given the reactants [C:1]([O:5][C@@H:6]([C:10]1[C:11]([C:22]2[CH:27]=[CH:26][C:25]([Cl:28])=[CH:24][CH:23]=2)=[C:12]2[C:17](=[CH:18][C:19]=1Cl)[N:16]=[C:15]([CH3:21])[CH:14]=[CH:13]2)[C:7]([OH:9])=[O:8])([CH3:4])([CH3:3])[CH3:2].[C:29](O[C@@H](C1C(C2C=CC(Cl)=CC=2)=C2C(=CC=1C)N=C(C)C=C2)CO)(C)(C)C, predict the reaction product. The product is: [C:1]([O:5][C@@H:6]([C:10]1[C:11]([C:22]2[CH:23]=[CH:24][C:25]([Cl:28])=[CH:26][CH:27]=2)=[C:12]2[C:17](=[CH:18][C:19]=1[CH3:29])[N:16]=[C:15]([CH3:21])[CH:14]=[CH:13]2)[C:7]([OH:9])=[O:8])([CH3:2])([CH3:4])[CH3:3]. (8) The product is: [I:3][C:4]1[C:5]([CH3:12])=[N:6][N:7]([CH3:11])[C:8]=1[CH2:9][OH:10]. Given the reactants [BH4-].[Na+].[I:3][C:4]1[C:5]([CH3:12])=[N:6][N:7]([CH3:11])[C:8]=1[CH:9]=[O:10].[Cl-].[NH4+], predict the reaction product.